This data is from HIV replication inhibition screening data with 41,000+ compounds from the AIDS Antiviral Screen. The task is: Binary Classification. Given a drug SMILES string, predict its activity (active/inactive) in a high-throughput screening assay against a specified biological target. The molecule is O=C(O)CCC(=O)NCCNC(=O)CCC(=O)O. The result is 0 (inactive).